From a dataset of Reaction yield outcomes from USPTO patents with 853,638 reactions. Predict the reaction yield, written as a fraction of the theoretical maximum amount of product (1.0 means a 100% yield; for example, 0.34 means a 34% yield). The reactants are [H-].[Al+3].[Li+].[H-].[H-].[H-].C([O:9][C:10](=O)[C:11]([CH3:35])([CH3:34])[CH2:12][CH2:13][CH2:14][CH2:15][CH2:16][CH2:17][C:18](=[O:33])[CH2:19][CH2:20][CH2:21][CH2:22][CH2:23][CH2:24][C:25]([CH3:32])([CH3:31])[C:26](OCC)=[O:27])C.C(OCC)(=O)C.S(=O)(=O)(O)O. The catalyst is C(OC)(C)(C)C.O. The product is [CH3:34][C:11]([CH3:35])([CH2:12][CH2:13][CH2:14][CH2:15][CH2:16][CH2:17][CH:18]([OH:33])[CH2:19][CH2:20][CH2:21][CH2:22][CH2:23][CH2:24][C:25]([CH3:32])([CH3:31])[CH2:26][OH:27])[CH2:10][OH:9]. The yield is 0.650.